Dataset: Full USPTO retrosynthesis dataset with 1.9M reactions from patents (1976-2016). Task: Predict the reactants needed to synthesize the given product. (1) Given the product [CH3:3][N:4]1[C:12]2[C:7](=[CH:8][CH:9]=[CH:10][CH:11]=2)[C:6]2([CH2:16][CH2:15]2)[C:5]1=[O:13], predict the reactants needed to synthesize it. The reactants are: [H-].[Na+].[CH3:3][N:4]1[C:12]2[C:7](=[CH:8][CH:9]=[CH:10][CH:11]=2)[CH2:6][C:5]1=[O:13].Br[CH2:15][CH2:16]Br. (2) Given the product [F:11][C:12]1[CH:13]=[CH:14][C:15]([NH:18][NH:19][C:31](=[O:32])[C:30]2[CH:29]=[CH:28][C:27]([CH2:26][N:20]3[CH2:21][CH2:22][O:23][CH2:24][CH2:25]3)=[CH:35][CH:34]=2)=[N:16][CH:17]=1, predict the reactants needed to synthesize it. The reactants are: C1C=CC2N(O)N=NC=2C=1.[F:11][C:12]1[CH:13]=[CH:14][C:15]([NH:18][NH2:19])=[N:16][CH:17]=1.[N:20]1([CH2:26][C:27]2[CH:35]=[CH:34][C:30]([C:31](O)=[O:32])=[CH:29][CH:28]=2)[CH2:25][CH2:24][O:23][CH2:22][CH2:21]1.C(Cl)CCl. (3) Given the product [CH2:1]([O:3][C:4](=[O:29])[C:5]1[CH:6]=[CH:7][C:8]([O:11][CH:12]2[CH2:17][CH2:16][CH:15]([NH2:18])[CH2:14][CH2:13]2)=[CH:9][CH:10]=1)[CH3:2], predict the reactants needed to synthesize it. The reactants are: [CH2:1]([O:3][C:4](=[O:29])[C:5]1[CH:10]=[CH:9][C:8]([O:11][CH:12]2[CH2:17][CH2:16][CH:15]([N:18]3C(=O)C4C(=CC=CC=4)C3=O)[CH2:14][CH2:13]2)=[CH:7][CH:6]=1)[CH3:2].O.NN. (4) The reactants are: [OH:1][C:2]1[CH:3]=[C:4]2[C:8](=[CH:9][CH:10]=1)[N:7]([C:11]([C:13]1[CH:14]=[C:15]([CH:20]=[CH:21][CH:22]=1)[C:16]([O:18][CH3:19])=[O:17])=[O:12])[CH:6]=[CH:5]2.[Cl:23][C:24]1[CH:29]=[CH:28][CH:27]=[C:26]([Cl:30])[C:25]=1[C:31]1[C:35]([CH2:36]O)=[C:34]([CH:38]([CH3:40])[CH3:39])[O:33][N:32]=1.C1(P(C2C=CC=CC=2)C2C=CC=CC=2)C=CC=CC=1.N(C(OC(C)C)=O)=NC(OC(C)C)=O. Given the product [Cl:30][C:26]1[CH:27]=[CH:28][CH:29]=[C:24]([Cl:23])[C:25]=1[C:31]1[C:35]([CH2:36][O:1][C:2]2[CH:3]=[C:4]3[C:8](=[CH:9][CH:10]=2)[N:7]([C:11]([C:13]2[CH:14]=[C:15]([CH:20]=[CH:21][CH:22]=2)[C:16]([O:18][CH3:19])=[O:17])=[O:12])[CH:6]=[CH:5]3)=[C:34]([CH:38]([CH3:40])[CH3:39])[O:33][N:32]=1, predict the reactants needed to synthesize it. (5) Given the product [F:1][C:2]1[CH:3]=[CH:4][C:5]2[S:9][CH:8]=[C:7]([CH:10]([OH:29])[CH2:11][CH2:12][N:13]([CH:17]3[CH2:26][C:25]4[C:20](=[CH:21][CH:22]=[CH:23][C:24]=4[O:27][CH3:28])[O:19][CH2:18]3)[CH2:14][CH2:15][CH3:16])[C:6]=2[CH:30]=1, predict the reactants needed to synthesize it. The reactants are: [F:1][C:2]1[CH:3]=[CH:4][C:5]2[S:9][CH:8]=[C:7]([C:10](=[O:29])[CH2:11][CH2:12][N:13]([CH:17]3[CH2:26][C:25]4[C:20](=[CH:21][CH:22]=[CH:23][C:24]=4[O:27][CH3:28])[O:19][CH2:18]3)[CH2:14][CH2:15][CH3:16])[C:6]=2[CH:30]=1.[BH4-].[Na+].CCCCCC.CCOC(C)=O. (6) Given the product [OH:2][C:3]1[N:4]=[CH:5][C:6]([CH2:9][N:10]2[C:18]3[C:13](=[CH:14][CH:15]=[CH:16][CH:17]=3)[C:12]3([C:30]4[C:21](=[CH:22][C:23]5[O:28][CH2:27][CH2:26][O:25][C:24]=5[CH:29]=4)[O:20][CH2:19]3)[C:11]2=[O:31])=[CH:7][N:8]=1, predict the reactants needed to synthesize it. The reactants are: C[O:2][C:3]1[N:8]=[CH:7][C:6]([CH2:9][N:10]2[C:18]3[C:13](=[CH:14][CH:15]=[CH:16][CH:17]=3)[C:12]3([C:30]4[C:21](=[CH:22][C:23]5[O:28][CH2:27][CH2:26][O:25][C:24]=5[CH:29]=4)[O:20][CH2:19]3)[C:11]2=[O:31])=[CH:5][N:4]=1.COC1N=CC(CN2C3C(=CC=CC=3)C3(C4C(=CC5OCCOC=5C=4)OC3)C2=O)=CC=1. (7) Given the product [Cl:20][C:21]1[CH:26]=[CH:25][C:24]([O:27][CH2:2][C:3]([N:5]2[CH2:10][CH2:9][N:8]([CH2:11][C:12]3[CH:17]=[CH:16][C:15]([F:18])=[CH:14][CH:13]=3)[CH2:7][C@H:6]2[CH3:19])=[O:4])=[C:23]([N+:28]([O-:30])=[O:29])[CH:22]=1, predict the reactants needed to synthesize it. The reactants are: Cl[CH2:2][C:3]([N:5]1[CH2:10][CH2:9][N:8]([CH2:11][C:12]2[CH:17]=[CH:16][C:15]([F:18])=[CH:14][CH:13]=2)[CH2:7][C@H:6]1[CH3:19])=[O:4].[Cl:20][C:21]1[CH:26]=[CH:25][C:24]([OH:27])=[C:23]([N+:28]([O-:30])=[O:29])[CH:22]=1.C(=O)([O-])[O-].[K+].[K+].[I-].[K+].